This data is from Reaction yield outcomes from USPTO patents with 853,638 reactions. The task is: Predict the reaction yield, written as a fraction of the theoretical maximum amount of product (1.0 means a 100% yield; for example, 0.34 means a 34% yield). The reactants are Cl.[CH3:2][O:3][C:4]([CH2:6][NH:7][C:8]1[N:13]=[CH:12][C:11](/[CH:14]=[CH:15]/[C:16]([OH:18])=O)=[CH:10][CH:9]=1)=[O:5].[CH3:19][C:20]1[NH:21][C:22]2[C:27]([C:28]=1[CH2:29][NH:30][CH3:31])=[CH:26][CH:25]=[CH:24][CH:23]=2.CCN(CC)CC.C1C=CC2N(O)N=NC=2C=1.O.C(Cl)CCl. The catalyst is CN(C=O)C.C(Cl)Cl. The product is [CH3:2][O:3][C:4]([CH2:6][NH:7][C:8]1[N:13]=[CH:12][C:11](/[CH:14]=[CH:15]/[C:16]([N:30]([CH3:31])[CH2:29][C:28]2[C:27]3[C:22](=[CH:23][CH:24]=[CH:25][CH:26]=3)[NH:21][C:20]=2[CH3:19])=[O:18])=[CH:10][CH:9]=1)=[O:5]. The yield is 0.730.